From a dataset of Reaction yield outcomes from USPTO patents with 853,638 reactions. Predict the reaction yield, written as a fraction of the theoretical maximum amount of product (1.0 means a 100% yield; for example, 0.34 means a 34% yield). (1) The reactants are [C:1]([O:5][C:6]([NH:8][C:9]1[S:10][CH:11]=[C:12]([C:14]([O:16]C)=[O:15])[N:13]=1)=[O:7])([CH3:4])([CH3:3])[CH3:2].[OH-].[Li+].Cl. The catalyst is O1CCCC1.O. The product is [C:1]([O:5][C:6]([NH:8][C:9]1[S:10][CH:11]=[C:12]([C:14]([OH:16])=[O:15])[N:13]=1)=[O:7])([CH3:4])([CH3:2])[CH3:3]. The yield is 0.760. (2) The reactants are ClCCl.[NH2:4][CH2:5][CH2:6][CH2:7][N:8]1[C:17]2[C:12](=[C:13]([F:22])[CH:14]=[CH:15][C:16]=2[O:18][CH2:19][CH2:20][CH3:21])[C:11](=[O:23])[C:10]([C:24]2[CH:29]=[CH:28][C:27]([O:30][CH3:31])=[CH:26][CH:25]=2)=[CH:9]1.C(N(CC)CC)C.[Cl:39][CH2:40][C:41](Cl)=[O:42]. The catalyst is O. The product is [Cl:39][CH2:40][C:41]([NH:4][CH2:5][CH2:6][CH2:7][N:8]1[C:17]2[C:12](=[C:13]([F:22])[CH:14]=[CH:15][C:16]=2[O:18][CH2:19][CH2:20][CH3:21])[C:11](=[O:23])[C:10]([C:24]2[CH:25]=[CH:26][C:27]([O:30][CH3:31])=[CH:28][CH:29]=2)=[CH:9]1)=[O:42]. The yield is 0.480. (3) The reactants are O=[C:2]([CH3:16])[CH2:3][C:4]([O:6][CH2:7][C:8]1[CH:13]=[CH:12][C:11]([O:14][CH3:15])=[CH:10][CH:9]=1)=[O:5].[CH3:17][NH:18][C:19]([NH:21][CH3:22])=[O:20].[O:23]1[CH:27]=[CH:26][CH:25]=[C:24]1[CH:28]=O. The product is [O:23]1[CH:27]=[CH:26][CH:25]=[C:24]1[CH:28]1[C:3]([C:4]([O:6][CH2:7][C:8]2[CH:13]=[CH:12][C:11]([O:14][CH3:15])=[CH:10][CH:9]=2)=[O:5])=[C:2]([CH3:16])[N:21]([CH3:22])[C:19](=[O:20])[N:18]1[CH3:17]. No catalyst specified. The yield is 0.460. (4) The reactants are [Br:1][C:2]1[CH:3]=[CH:4][C:5](F)=[N:6][CH:7]=1.[C:9]1([C:15]2([NH2:19])[CH2:18][CH2:17][CH2:16]2)[CH:14]=[CH:13][CH:12]=[CH:11][CH:10]=1.CN1C(=O)CCC1. The catalyst is O. The product is [Br:1][C:2]1[CH:3]=[CH:4][C:5]([NH:19][C:15]2([C:9]3[CH:14]=[CH:13][CH:12]=[CH:11][CH:10]=3)[CH2:16][CH2:17][CH2:18]2)=[N:6][CH:7]=1. The yield is 0.260. (5) The reactants are Br[C:2]1[N:3]([CH2:9][O:10][CH2:11][CH2:12][Si:13]([CH3:16])([CH3:15])[CH3:14])[CH:4]=[C:5]([C:7]#[N:8])[N:6]=1.C([Mg]Cl)(C)C.C([C:24]([O:26][CH2:27][CH3:28])=[O:25])#N. The catalyst is C1COCC1. The product is [CH2:27]([O:26][C:24]([C:2]1[N:3]([CH2:9][O:10][CH2:11][CH2:12][Si:13]([CH3:16])([CH3:15])[CH3:14])[CH:4]=[C:5]([C:7]#[N:8])[N:6]=1)=[O:25])[CH3:28]. The yield is 0.740.